Dataset: Reaction yield outcomes from USPTO patents with 853,638 reactions. Task: Predict the reaction yield, written as a fraction of the theoretical maximum amount of product (1.0 means a 100% yield; for example, 0.34 means a 34% yield). (1) The reactants are [Br:1][C:2]1[CH:7]=[C:6]([Br:8])[CH:5]=[C:4]([CH2:9]Br)[C:3]=1[OH:11].[C-:12]#[N:13].[Na+].O.Cl. The catalyst is C(#N)C. The product is [Br:1][C:2]1[C:3]([OH:11])=[C:4]([CH2:9][C:12]#[N:13])[CH:5]=[C:6]([Br:8])[CH:7]=1. The yield is 0.900. (2) The reactants are Cl.[F:2][C:3]1[C:11]2[O:10][CH:9]([CH:12]3[CH2:17][CH2:16][NH:15][CH2:14][CH2:13]3)[CH2:8][C:7]=2[CH:6]=[CH:5][CH:4]=1.C1C(=O)N([Br:25])C(=O)C1. The catalyst is CO.C(Cl)Cl. The product is [Br:25][C:5]1[CH:4]=[C:3]([F:2])[C:11]2[O:10][CH:9]([CH:12]3[CH2:17][CH2:16][NH:15][CH2:14][CH2:13]3)[CH2:8][C:7]=2[CH:6]=1. The yield is 0.950. (3) The reactants are [CH3:1][C:2]1[CH:7]=[CH:6][C:5]([S:8](Cl)(=[O:10])=[O:9])=[CH:4][CH:3]=1.[CH3:12][C:13]1[O:17][C:16]([CH2:18][CH2:19][OH:20])=[CH:15][CH:14]=1. The catalyst is N1C=CC=CC=1. The product is [CH3:12][C:13]1[O:17][C:16]([CH2:18][CH2:19][OH:20])=[CH:15][CH:14]=1.[CH3:1][C:2]1[CH:7]=[CH:6][C:5]([S:8]([O-:10])(=[O:17])=[O:9])=[CH:4][CH:3]=1. The yield is 0.810.